This data is from Full USPTO retrosynthesis dataset with 1.9M reactions from patents (1976-2016). The task is: Predict the reactants needed to synthesize the given product. (1) Given the product [C:1]([C:5]([C:8]([O:11][C:12]([C:15]([CH2:18][CH2:19][OH:24])([F:17])[F:16])([F:14])[F:13])([F:10])[F:9])([F:7])[F:6])([F:4])([F:3])[F:2], predict the reactants needed to synthesize it. The reactants are: [C:1]([C:5]([C:8]([O:11][C:12]([C:15]([CH2:18][CH2:19]I)([F:17])[F:16])([F:14])[F:13])([F:10])[F:9])([F:7])[F:6])([F:4])([F:3])[F:2].CNC=[O:24].O. (2) Given the product [F:31][C:16]1[CH:17]=[C:18]([C:21]2[CH:26]=[CH:25][CH:24]=[CH:23][C:22]=2[S:27]([CH3:30])(=[O:28])=[O:29])[CH:19]=[CH:20][C:15]=1[NH:14][C:13]([CH:9]1[CH2:10][CH2:11][CH2:12][NH:8]1)=[O:32], predict the reactants needed to synthesize it. The reactants are: C(OC([N:8]1[CH2:12][CH2:11][CH2:10][CH:9]1[C:13](=[O:32])[NH:14][C:15]1[CH:20]=[CH:19][C:18]([C:21]2[CH:26]=[CH:25][CH:24]=[CH:23][C:22]=2[S:27]([CH3:30])(=[O:29])=[O:28])=[CH:17][C:16]=1[F:31])=O)(C)(C)C.FC(F)(F)C(O)=O. (3) The reactants are: [Br:1][C:2]1[CH:3]=[N:4][C:5]2[CH:6]=[CH:7][C:8](=[O:30])[N:9]3[C@H:14]([CH2:15][N:16]4[CH2:21][CH2:20][CH:19]([NH:22][C:23](=O)OC(C)(C)C)[CH2:18][CH2:17]4)[CH2:13][O:12][C:11]=1[C:10]=23.[ClH:31].O1CCOCC1.[O:38]1[C:47]2[CH:46]=[C:45](C=O)[N:44]=[CH:43][C:42]=2[O:41][CH2:40][CH2:39]1. Given the product [NH3:4].[CH3:11][OH:12].[ClH:31].[ClH:31].[Br:1][C:2]1[CH:3]=[N:4][C:5]2[CH:6]=[CH:7][C:8](=[O:30])[N:9]3[C@H:14]([CH2:15][N:16]4[CH2:21][CH2:20][CH:19]([NH:22][CH2:23][C:46]5[CH:45]=[N:44][C:43]6[O:38][CH2:39][CH2:40][O:41][C:42]=6[CH:47]=5)[CH2:18][CH2:17]4)[CH2:13][O:12][C:11]=1[C:10]=23, predict the reactants needed to synthesize it. (4) Given the product [C:38]1([C:35]2[CH:36]=[CH:37][CH:32]=[CH:33][CH:34]=2)[CH:43]=[CH:42][C:41]([CH2:44][C:45]([NH:46][CH2:47][CH2:48][C:49]2[CH:54]=[CH:53][C:52]([O:55][CH3:56])=[C:51]([O:57][CH3:58])[CH:50]=2)=[O:4])=[CH:40][CH:39]=1, predict the reactants needed to synthesize it. The reactants are: C(P(=O)(OCC)[O:4]CC)#N.C(N(CC)CC)C.COC1C=C(CCN)C=CC=1OC.F[C:32]1[CH:37]=[CH:36][C:35]([C:38]2[CH:43]=[CH:42][C:41]([CH2:44][CH:45]3[C:54]4[C:49](=[CH:50][C:51]([O:57][CH3:58])=[C:52]([O:55][CH3:56])[CH:53]=4)[CH2:48][CH2:47][N:46]3C(C3C=CC=CC=3)=O)=[CH:40][CH:39]=2)=[C:34](OC)[CH:33]=1.